From a dataset of Reaction yield outcomes from USPTO patents with 853,638 reactions. Predict the reaction yield, written as a fraction of the theoretical maximum amount of product (1.0 means a 100% yield; for example, 0.34 means a 34% yield). (1) The reactants are Br[C:2]1[CH:3]=[C:4]2[C:9]([NH:10][C@@H:11]([C:13]([C:16]#[N:17])([CH3:15])[CH3:14])[CH3:12])=[C:8]([C:18]([NH2:20])=[O:19])[CH:7]=[N:6][N:5]2[CH:21]=1.[CH3:22][O:23][C:24]1[N:29]=[CH:28][C:27](B(O)O)=[CH:26][CH:25]=1.C1(P(C2CCCCC2)C2C=CC=CC=2C2C(C(C)C)=CC(C(C)C)=CC=2C(C)C)CCCCC1.P(=O)(O)(O)O.[K]. The catalyst is O1CCOCC1.C([O-])(=O)C.[Pd+2].C([O-])(=O)C.O. The product is [C:16]([C:13]([CH3:15])([CH3:14])[C@H:11]([NH:10][C:9]1[C:4]2[N:5]([CH:21]=[C:2]([C:27]3[CH:28]=[N:29][C:24]([O:23][CH3:22])=[CH:25][CH:26]=3)[CH:3]=2)[N:6]=[CH:7][C:8]=1[C:18]([NH2:20])=[O:19])[CH3:12])#[N:17]. The yield is 0.684. (2) The reactants are [Cl:1][C:2]1[CH:3]=[C:4]([C:18]2[C:26]([CH3:27])=[CH:25][C:21]([C:22]([OH:24])=O)=[C:20]([F:28])[CH:19]=2)[CH:5]=[N:6][C:7]=1[O:8][C:9]1[C:14]([CH3:15])=[CH:13][C:12]([Cl:16])=[CH:11][C:10]=1[Cl:17].[CH:29]1([S:32]([NH2:35])(=[O:34])=[O:33])[CH2:31][CH2:30]1.Cl.CN(C)CCCN=C=NCC. The catalyst is CN(C1C=CN=CC=1)C.C(Cl)Cl. The product is [Cl:1][C:2]1[CH:3]=[C:4]([C:18]2[C:26]([CH3:27])=[CH:25][C:21]([C:22]([NH:35][S:32]([CH:29]3[CH2:31][CH2:30]3)(=[O:34])=[O:33])=[O:24])=[C:20]([F:28])[CH:19]=2)[CH:5]=[N:6][C:7]=1[O:8][C:9]1[C:14]([CH3:15])=[CH:13][C:12]([Cl:16])=[CH:11][C:10]=1[Cl:17]. The yield is 0.648. (3) The reactants are C(OC(=O)[N:7]([S:13]([C:16]1[CH:21]=[CH:20][C:19](F)=[C:18]([F:23])[CH:17]=1)(=[O:15])=[O:14])[C:8]1[S:9][CH:10]=[CH:11][N:12]=1)(C)(C)C.C([Li])CCC.[C:30]1([C:36]2[N:43]=[CH:42][CH:41]=[CH:40][C:37]=2[CH:38]=[O:39])[CH:35]=[CH:34][CH:33]=[CH:32][CH:31]=1.Cl. The catalyst is O1CCCC1.O.C(OCC)(=O)C. The product is [F:23][C:18]1[CH:17]=[C:16]([S:13]([NH:7][C:8]2[S:9][CH:10]=[CH:11][N:12]=2)(=[O:14])=[O:15])[CH:21]=[CH:20][C:19]=1[CH:38]([OH:39])[C:37]1[C:36]([C:30]2[CH:31]=[CH:32][CH:33]=[CH:34][CH:35]=2)=[N:43][CH:42]=[CH:41][CH:40]=1. The yield is 0.0760. (4) The reactants are [Br:1][C:2]1[CH:7]=[CH:6][C:5]([C:8]2[CH:13]=[CH:12][C:11]([OH:14])=[CH:10][CH:9]=2)=[CH:4][CH:3]=1.C([O-])([O-])=O.[K+].[K+].Br[CH2:22][CH2:23][CH2:24][CH2:25][CH2:26][CH2:27][CH3:28]. The catalyst is CN(C=O)C.CCOCC. The product is [Br:1][C:2]1[CH:3]=[CH:4][C:5]([C:8]2[CH:13]=[CH:12][C:11]([O:14][CH2:22][CH2:23][CH2:24][CH2:25][CH2:26][CH2:27][CH3:28])=[CH:10][CH:9]=2)=[CH:6][CH:7]=1. The yield is 0.880. (5) The reactants are [Cl:1][C:2]1[N:3]=[C:4]([C:9]([OH:11])=O)[NH:5][C:6]=1[CH2:7][CH3:8].S(Cl)(Cl)=O.[NH2:16][C:17]1[CH:22]=[CH:21][C:20]([C:23]2[O:24][C:25]([CH3:32])=[C:26]([C:28]([O:30][CH3:31])=[O:29])[N:27]=2)=[CH:19][CH:18]=1. The catalyst is N1C=CC=CC=1. The product is [Cl:1][C:2]1[N:3]=[C:4]([C:9]([NH:16][C:17]2[CH:18]=[CH:19][C:20]([C:23]3[O:24][C:25]([CH3:32])=[C:26]([C:28]([O:30][CH3:31])=[O:29])[N:27]=3)=[CH:21][CH:22]=2)=[O:11])[NH:5][C:6]=1[CH2:7][CH3:8]. The yield is 0.560. (6) The reactants are N1C=CC=CC=1.C(O[C:11](=[O:13])[CH3:12])(=O)C.[NH2:14][CH:15]1[CH2:20][CH2:19][N:18]([C:21](=[O:30])[CH2:22][CH2:23][C:24]2[N:25]([CH3:29])[CH:26]=[CH:27][N:28]=2)[CH2:17][CH2:16]1. The catalyst is ClCCl. The product is [CH3:29][N:25]1[CH:26]=[CH:27][N:28]=[C:24]1[CH2:23][CH2:22][C:21]([N:18]1[CH2:17][CH2:16][CH:15]([NH:14][C:11](=[O:13])[CH3:12])[CH2:20][CH2:19]1)=[O:30]. The yield is 0.860.